This data is from Cav3 T-type calcium channel HTS with 100,875 compounds. The task is: Binary Classification. Given a drug SMILES string, predict its activity (active/inactive) in a high-throughput screening assay against a specified biological target. (1) The compound is S(c1n(CC2OCCC2)c(nn1)C)CC(=O)Nc1cc2OCCOc2cc1. The result is 0 (inactive). (2) The compound is Fc1ccc(C(=O)NCCCc2n(c3c(n2)cccc3)CC)cc1. The result is 0 (inactive). (3) The compound is O1CCN(CC1)C(Oc1cc2occ(Oc3c(OC)cccc3)c(=O)c2cc1)=O. The result is 0 (inactive).